This data is from Full USPTO retrosynthesis dataset with 1.9M reactions from patents (1976-2016). The task is: Predict the reactants needed to synthesize the given product. (1) Given the product [C:29]([C:28]1[CH:31]=[CH:32][C:25]([N:21]2[CH2:22][CH2:23][CH:18]([N:4]([CH:1]3[CH2:3][CH2:2]3)[C:5](=[O:17])[C:6]3[CH:7]=[CH:8][C:9]([C:12]4[O:16][CH:15]=[N:14][CH:13]=4)=[CH:10][CH:11]=3)[CH2:19][CH2:20]2)=[N:26][CH:27]=1)#[N:30], predict the reactants needed to synthesize it. The reactants are: [CH:1]1([N:4]([CH:18]2[CH2:23][CH2:22][NH:21][CH2:20][CH2:19]2)[C:5](=[O:17])[C:6]2[CH:11]=[CH:10][C:9]([C:12]3[O:16][CH:15]=[N:14][CH:13]=3)=[CH:8][CH:7]=2)[CH2:3][CH2:2]1.Cl[C:25]1[CH:32]=[CH:31][C:28]([C:29]#[N:30])=[CH:27][N:26]=1. (2) Given the product [NH2:11][C:9]1[N:8]=[CH:7][N:6]=[C:5]2[N:4]([C@H:12]3[CH2:17][CH2:16][C@H:15]([N:18]4[CH2:23][CH2:22][N:21]([CH3:24])[CH2:20][CH2:19]4)[CH2:14][CH2:13]3)[N:3]=[C:2]([C:33]3[CH:47]=[CH:46][C:36]([CH2:37][NH:38][C:39](=[O:45])[O:40][C:41]([CH3:42])([CH3:43])[CH3:44])=[CH:35][CH:34]=3)[C:10]=12, predict the reactants needed to synthesize it. The reactants are: I[C:2]1[C:10]2[C:5](=[N:6][CH:7]=[N:8][C:9]=2[NH2:11])[N:4]([C@H:12]2[CH2:17][CH2:16][C@H:15]([N:18]3[CH2:23][CH2:22][N:21]([CH3:24])[CH2:20][CH2:19]3)[CH2:14][CH2:13]2)[N:3]=1.CC1(C)C(C)(C)OB([C:33]2[CH:47]=[CH:46][C:36]([CH2:37][NH:38][C:39](=[O:45])[O:40][C:41]([CH3:44])([CH3:43])[CH3:42])=[CH:35][CH:34]=2)O1.C(=O)([O-])[O-].[Na+].[Na+]. (3) Given the product [CH:43]1[C:42]2[CH:44]([CH2:51][O:52][C:53](=[O:54])[NH:55][CH:56]([C:67](=[O:68])[NH:22][CH2:21][CH2:20][CH2:19][CH2:18][C:17](=[O:23])[NH:16][C:13]3[CH:12]=[CH:11][C:10]([N:7]4[C:8](=[O:9])[CH:5]([CH2:4][CH2:3][CH:2]([OH:1])[C:32]5[CH:33]=[CH:34][CH:35]=[CH:36][CH:37]=5)[CH:6]4[C:24]4[CH:29]=[CH:28][C:27]([O:30][CH3:31])=[CH:26][CH:25]=4)=[CH:15][CH:14]=3)[CH2:57][C:58]3[CH:59]=[CH:60][C:61]([N:64]=[N+:65]=[N-:66])=[CH:62][CH:63]=3)[C:45]3[C:50](=[CH:49][CH:48]=[CH:47][CH:46]=3)[C:41]=2[CH:40]=[CH:39][CH:38]=1, predict the reactants needed to synthesize it. The reactants are: [OH:1][CH:2]([C:32]1[CH:37]=[CH:36][CH:35]=[CH:34][CH:33]=1)[CH2:3][CH2:4][CH:5]1[C:8](=[O:9])[N:7]([C:10]2[CH:15]=[CH:14][C:13]([NH:16][C:17](=[O:23])[CH2:18][CH2:19][CH2:20][CH2:21][NH2:22])=[CH:12][CH:11]=2)[CH:6]1[C:24]1[CH:29]=[CH:28][C:27]([O:30][CH3:31])=[CH:26][CH:25]=1.[CH:38]1[CH:43]=[C:42]2[CH:44]([CH2:51][O:52][C:53]([NH:55][C@H:56]([C:67](O)=[O:68])[CH2:57][C:58]3[CH:63]=[CH:62][C:61]([N:64]=[N+:65]=[N-:66])=[CH:60][CH:59]=3)=[O:54])[C:45]3[C:50]([C:41]2=[CH:40][CH:39]=1)=[CH:49][CH:48]=[CH:47][CH:46]=3.C1C2C(COC(=O)N(CCCCC(=O)NC3C=CC(N4C(=O)C(CCC(O)C5C=CC=CC=5)C4C4C=CC(OC)=CC=4)=CC=3)C3C=CC=CC=3)C3C(=CC=CC=3)C=2C=CC=1. (4) Given the product [Br:1][C:2]1[N:7]=[C:6]([C:8]([NH2:18])=[O:9])[C:5]([NH:13][CH2:14][CH2:15][O:16][CH3:17])=[CH:4][CH:3]=1, predict the reactants needed to synthesize it. The reactants are: [Br:1][C:2]1[N:7]=[C:6]([C:8](OCC)=[O:9])[C:5]([NH:13][CH2:14][CH2:15][O:16][CH3:17])=[CH:4][CH:3]=1.[NH3:18]. (5) The reactants are: [OH:1][C:2]1[C:7]([C:8]([NH:10][CH:11]([C:24]2[CH:29]=[CH:28][CH:27]=[CH:26][CH:25]=2)[C:12]2[CH:17]=[CH:16][C:15]([P:18]([CH3:23])(=[O:22])[O:19]CC)=[CH:14][CH:13]=2)=[O:9])=[CH:6][N:5]=[C:4]([C:30]2[CH:35]=[CH:34][CH:33]=[CH:32][N:31]=2)[N:3]=1.[OH-].[Na+]. Given the product [OH:1][C:2]1[C:7]([C:8]([NH:10][CH:11]([C:24]2[CH:29]=[CH:28][CH:27]=[CH:26][CH:25]=2)[C:12]2[CH:13]=[CH:14][C:15]([P:18]([CH3:23])(=[O:19])[OH:22])=[CH:16][CH:17]=2)=[O:9])=[CH:6][N:5]=[C:4]([C:30]2[CH:35]=[CH:34][CH:33]=[CH:32][N:31]=2)[N:3]=1, predict the reactants needed to synthesize it.